This data is from Forward reaction prediction with 1.9M reactions from USPTO patents (1976-2016). The task is: Predict the product of the given reaction. (1) Given the reactants [Si]([O:18][CH2:19][C:20]1[C:21]([N:36]2[CH2:41][C@H:40]([CH3:42])[O:39][C@H:38]([CH3:43])[CH2:37]2)=[C:22]([F:35])[C:23]2[O:27][N:26]=[C:25]([C:28]3[O:32][C:31](=[O:33])[NH:30][N:29]=3)[C:24]=2[CH:34]=1)(C(C)(C)C)(C1C=CC=CC=1)C1C=CC=CC=1.CCCC[N+](CCCC)(CCCC)CCCC.[F-], predict the reaction product. The product is: [CH3:42][C@@H:40]1[CH2:41][N:36]([C:21]2[C:20]([CH2:19][OH:18])=[CH:34][C:24]3[C:25]([C:28]4[O:32][C:31](=[O:33])[NH:30][N:29]=4)=[N:26][O:27][C:23]=3[C:22]=2[F:35])[CH2:37][C@H:38]([CH3:43])[O:39]1. (2) Given the reactants [NH2:1][C:2]1[C:3]([C:14]2[CH:26]=[CH:25][C:17]([C:18]([O:20][C:21]([CH3:24])([CH3:23])[CH3:22])=[O:19])=[C:16]([F:27])[CH:15]=2)=[N:4][C:5]([C:8]2[CH2:9][CH2:10][O:11][CH2:12][CH:13]=2)=[CH:6][N:7]=1.C(Cl)Cl.[H][H], predict the reaction product. The product is: [NH2:1][C:2]1[C:3]([C:14]2[CH:26]=[CH:25][C:17]([C:18]([O:20][C:21]([CH3:24])([CH3:22])[CH3:23])=[O:19])=[C:16]([F:27])[CH:15]=2)=[N:4][C:5]([CH:8]2[CH2:13][CH2:12][O:11][CH2:10][CH2:9]2)=[CH:6][N:7]=1. (3) Given the reactants C[O:2][C:3](=[O:22])[C:4]1[CH:9]=[C:8]([CH:10]2[CH2:15][CH2:14][CH2:13][CH2:12][CH2:11]2)[C:7]([O:16][CH2:17][C:18]([F:21])([F:20])[F:19])=[N:6][CH:5]=1.C1COCC1.O.[OH-].[Li+].Cl, predict the reaction product. The product is: [CH:10]1([C:8]2[C:7]([O:16][CH2:17][C:18]([F:21])([F:19])[F:20])=[N:6][CH:5]=[C:4]([CH:9]=2)[C:3]([OH:22])=[O:2])[CH2:11][CH2:12][CH2:13][CH2:14][CH2:15]1. (4) Given the reactants [NH2:1][C:2]1[C:7]([O:8][CH2:9][CH:10]2[CH2:15][CH2:14][N:13]([C:16]3[N:21]=[C:20]([O:22][CH2:23][C:24]4([C:27]#[N:28])[CH2:26][CH2:25]4)[N:19]=[C:18](C(C#N)C#N)[N:17]=3)[CH2:12][CH2:11]2)=[CH:6][C:5]([C:34]2[N:35]=[CH:36][N:37]([CH3:39])[CH:38]=2)=[CH:4][N:3]=1.[F:40][C:41]([F:46])([CH3:45])[CH:42]([NH2:44])[CH3:43].C1C=C(Cl)C=C([C:54](OO)=[O:55])C=1, predict the reaction product. The product is: [NH2:1][C:2]1[C:7]([O:8][CH2:9][CH:10]2[CH2:11][CH2:12][N:13]([C:16]3[N:21]=[C:20]([O:22][CH2:23][C:24]4([C:27]#[N:28])[CH2:26][CH2:25]4)[N:19]=[C:18]([C:54]([NH:44][CH:42]([C:41]([F:46])([F:40])[CH3:45])[CH3:43])=[O:55])[N:17]=3)[CH2:14][CH2:15]2)=[CH:6][C:5]([C:34]2[N:35]=[CH:36][N:37]([CH3:39])[CH:38]=2)=[CH:4][N:3]=1. (5) Given the reactants [F:1][C:2]1[CH:7]=[CH:6][C:5]([C:8]2[N:9]=[C:10]([CH:14]3[CH2:19][CH2:18][NH:17][CH2:16][CH2:15]3)[N:11]([CH3:13])[CH:12]=2)=[CH:4][C:3]=1[C:20]([F:23])([F:22])[F:21].Cl[C:25]1[N:30]=[CH:29][N:28]=[C:27]([NH2:31])[C:26]=1[O:32][CH3:33].C(=O)([O-])[O-].[K+].[K+], predict the reaction product. The product is: [F:1][C:2]1[CH:7]=[CH:6][C:5]([C:8]2[N:9]=[C:10]([CH:14]3[CH2:19][CH2:18][N:17]([C:25]4[N:30]=[CH:29][N:28]=[C:27]([NH2:31])[C:26]=4[O:32][CH3:33])[CH2:16][CH2:15]3)[N:11]([CH3:13])[CH:12]=2)=[CH:4][C:3]=1[C:20]([F:21])([F:22])[F:23]. (6) Given the reactants [NH2:1][C:2]1[N:3]([CH3:26])[C:4](=[O:25])[C:5]([C:17]2[CH:18]=[C:19]([CH:22]=[CH:23][CH:24]=2)[CH:20]=O)([C:7]2[CH:12]=[CH:11][C:10]([O:13][CH:14]([F:16])[F:15])=[CH:9][CH:8]=2)[N:6]=1.[CH2:27]([NH2:33])[C:28]1[O:32][CH:31]=[CH:30][CH:29]=1.[BH4-].[Na+].[OH-].[Na+], predict the reaction product. The product is: [NH2:1][C:2]1[N:3]([CH3:26])[C:4](=[O:25])[C:5]([C:7]2[CH:12]=[CH:11][C:10]([O:13][CH:14]([F:16])[F:15])=[CH:9][CH:8]=2)([C:17]2[CH:24]=[CH:23][CH:22]=[C:19]([CH2:20][NH:33][CH2:27][C:28]3[O:32][CH:31]=[CH:30][CH:29]=3)[CH:18]=2)[N:6]=1.